Dataset: Full USPTO retrosynthesis dataset with 1.9M reactions from patents (1976-2016). Task: Predict the reactants needed to synthesize the given product. (1) The reactants are: [Cl:1][C:2]1[C:3]([S:11]([CH2:14][CH3:15])(=[O:13])=[O:12])=[C:4]([CH2:9][NH2:10])[CH:5]=[C:6]([Cl:8])[CH:7]=1.[CH3:16][N:17](C(OC(C)(C)C)=O)[C@H:18]1[CH2:23][CH2:22][CH2:21][N:20]([CH2:24][C:25]2[CH:33]=[CH:32][C:28]([C:29]([O-])=[O:30])=[CH:27][C:26]=2[C:34]([F:37])([F:36])[F:35])[CH2:19]1.CC(OC(N1CCN(CC2C=CC(C([O-])=O)=CC=2C(F)(F)F)CC1)=O)(C)C. Given the product [Cl:1][C:2]1[C:3]([S:11]([CH2:14][CH3:15])(=[O:13])=[O:12])=[C:4]([CH2:9][NH:10][C:29](=[O:30])[C:28]2[CH:32]=[CH:33][C:25]([CH2:24][N:20]3[CH2:21][CH2:22][CH2:23][C@H:18]([NH:17][CH3:16])[CH2:19]3)=[C:26]([C:34]([F:36])([F:35])[F:37])[CH:27]=2)[CH:5]=[C:6]([Cl:8])[CH:7]=1, predict the reactants needed to synthesize it. (2) Given the product [Br:1][C:2]1[N:6]([CH2:7][CH3:8])[CH:5]=[C:4]([C:9]([NH2:14])=[O:11])[CH:3]=1, predict the reactants needed to synthesize it. The reactants are: [Br:1][C:2]1[N:6]([CH2:7][CH3:8])[CH:5]=[C:4]([C:9]([OH:11])=O)[CH:3]=1.CC[N:14](C(C)C)C(C)C.CN(C(ON1N=NC2C=CC=CC1=2)=[N+](C)C)C.[B-](F)(F)(F)F.N. (3) Given the product [C:41]([O:45][C:46](=[O:47])/[CH:48]=[CH:68]/[C:23]1[C:22](=[O:33])[N:21]2[CH:34]=[CH:35][C:18]([C:16]([NH:15][C:12]3[S:13][CH:14]=[C:10]([C:6]([CH3:9])([CH3:7])[CH3:8])[N:11]=3)=[O:17])=[CH:19][C:20]2=[N:25][C:24]=1[N:26]1[CH2:31][CH2:30][CH2:29][C@@H:28]([O:32][CH:36]=[O:39])[CH2:27]1)([CH3:42])([CH3:43])[CH3:44], predict the reactants needed to synthesize it. The reactants are: P(Cl)(Cl)(Cl)=O.[C:6]([C:10]1[N:11]=[C:12]([NH:15][C:16]([C:18]2[CH:35]=[CH:34][N:21]3[C:22](=[O:33])[CH:23]=[C:24]([N:26]4[CH2:31][CH2:30][CH2:29][C@@H:28]([OH:32])[CH2:27]4)[N:25]=[C:20]3[CH:19]=2)=[O:17])[S:13][CH:14]=1)([CH3:9])([CH3:8])[CH3:7].[C:36](=[O:39])([O-])O.[Na+].[C:41]([O:45][C:46]([CH:48]=P(C1C=CC=CC=1)(C1C=CC=CC=1)C1C=CC=CC=1)=[O:47])([CH3:44])([CH3:43])[CH3:42].[CH3:68]N(C)C=O. (4) Given the product [F:1][C:2]1[CH:7]=[CH:6][C:5]([CH:8]([O:21][CH2:31][O:32][CH3:33])[CH2:9][N:10]([CH3:20])[S:11]([C:14]2[CH:18]=[C:17]([Cl:19])[S:16][CH:15]=2)(=[O:13])=[O:12])=[CH:4][CH:3]=1, predict the reactants needed to synthesize it. The reactants are: [F:1][C:2]1[CH:7]=[CH:6][C:5]([CH:8]([OH:21])[CH2:9][N:10]([CH3:20])[S:11]([C:14]2[CH:18]=[C:17]([Cl:19])[S:16][CH:15]=2)(=[O:13])=[O:12])=[CH:4][CH:3]=1.C(N(C(C)C)CC)(C)C.[CH3:31][O:32][CH2:33]Cl.[I-].[Na+]. (5) Given the product [Cl:20][C:10]1[C:9]([N:6]([CH2:7][CH3:8])[C:4](=[O:5])[CH2:3][CH2:2][NH:33][CH2:32][CH:31]([F:34])[F:30])=[CH:13][N:12]([C:14]2[CH:15]=[N:16][CH:17]=[CH:18][CH:19]=2)[N:11]=1, predict the reactants needed to synthesize it. The reactants are: Cl[CH2:2][CH2:3][C:4]([N:6]([C:9]1[C:10]([Cl:20])=[N:11][N:12]([C:14]2[CH:15]=[N:16][CH:17]=[CH:18][CH:19]=2)[CH:13]=1)[CH2:7][CH3:8])=[O:5].CCN(C(C)C)C(C)C.[F:30][CH:31]([F:34])[CH2:32][NH2:33]. (6) Given the product [NH2:19][C:15]1[CH:14]=[CH:13][CH:12]=[C:11]2[C:16]=1[CH:17]=[CH:18][N:9]([C:8]1[C:3]([O:2][CH3:1])=[N:4][CH:5]=[CH:6][CH:7]=1)[C:10]2=[O:22], predict the reactants needed to synthesize it. The reactants are: [CH3:1][O:2][C:3]1[C:8]([N:9]2[CH:18]=[CH:17][C:16]3[C:11](=[CH:12][CH:13]=[CH:14][C:15]=3[N+:19]([O-])=O)[C:10]2=[O:22])=[CH:7][CH:6]=[CH:5][N:4]=1.